This data is from NCI-60 drug combinations with 297,098 pairs across 59 cell lines. The task is: Regression. Given two drug SMILES strings and cell line genomic features, predict the synergy score measuring deviation from expected non-interaction effect. (1) Drug 1: CS(=O)(=O)CCNCC1=CC=C(O1)C2=CC3=C(C=C2)N=CN=C3NC4=CC(=C(C=C4)OCC5=CC(=CC=C5)F)Cl. Drug 2: CC1C(C(CC(O1)OC2CC(CC3=C2C(=C4C(=C3O)C(=O)C5=CC=CC=C5C4=O)O)(C(=O)C)O)N)O. Cell line: UO-31. Synergy scores: CSS=63.6, Synergy_ZIP=14.1, Synergy_Bliss=16.0, Synergy_Loewe=-7.29, Synergy_HSA=15.8. (2) Drug 1: CC1C(C(CC(O1)OC2CC(OC(C2O)C)OC3=CC4=CC5=C(C(=O)C(C(C5)C(C(=O)C(C(C)O)O)OC)OC6CC(C(C(O6)C)O)OC7CC(C(C(O7)C)O)OC8CC(C(C(O8)C)O)(C)O)C(=C4C(=C3C)O)O)O)O. Drug 2: CCC1(C2=C(COC1=O)C(=O)N3CC4=CC5=C(C=CC(=C5CN(C)C)O)N=C4C3=C2)O.Cl. Cell line: NCI-H522. Synergy scores: CSS=44.9, Synergy_ZIP=0.950, Synergy_Bliss=1.57, Synergy_Loewe=-1.58, Synergy_HSA=1.46.